From a dataset of Catalyst prediction with 721,799 reactions and 888 catalyst types from USPTO. Predict which catalyst facilitates the given reaction. (1) Reactant: [CH2:1]([Br:4])[CH:2]=[CH2:3].[CH2:5]([N:8]([CH2:26][CH:27]=[CH2:28])[CH2:9][CH2:10][CH:11]([C:18]1[CH:23]=[C:22]([CH3:24])[CH:21]=[CH:20][C:19]=1[OH:25])[C:12]1[CH:17]=[CH:16][CH:15]=[CH:14][CH:13]=1)[CH:6]=[CH2:7]. Product: [Br-:4].[OH:25][C:19]1[CH:20]=[CH:21][C:22]([CH3:24])=[CH:23][C:18]=1[CH:11]([C:12]1[CH:17]=[CH:16][CH:15]=[CH:14][CH:13]=1)[CH2:10][CH2:9][N+:8]([CH2:3][CH:2]=[CH2:1])([CH2:5][CH:6]=[CH2:7])[CH2:26][CH:27]=[CH2:28]. The catalyst class is: 21. (2) Product: [Cl:3][C:4]1[CH:5]=[C:6]([CH:7]=[CH:8][CH:9]=1)[CH2:10][O:11][C:13]1[CH:18]=[CH:17][N+:16]([O-:19])=[CH:15][CH:14]=1. Reactant: [H-].[Na+].[Cl:3][C:4]1[CH:5]=[C:6]([CH2:10][OH:11])[CH:7]=[CH:8][CH:9]=1.Cl[C:13]1[CH:18]=[CH:17][N+:16]([O-:19])=[CH:15][CH:14]=1. The catalyst class is: 1. (3) Reactant: [Br:1][C:2]1[CH:3]=[N:4][N:5]([CH2:39][CH3:40])[C:6]=1[C:7]1[CH:8]=[C:9]([C:12]([NH:14][C@@H:15]([CH2:28][C:29]2[CH:34]=[CH:33][CH:32]=[CH:31][C:30]=2[C:35]([F:38])([F:37])[F:36])[CH2:16][N:17]2C(=O)C3C(=CC=CC=3)C2=O)=[O:13])[S:10][CH:11]=1.NN. Product: [NH2:17][CH2:16][C@@H:15]([NH:14][C:12]([C:9]1[S:10][CH:11]=[C:7]([C:6]2[N:5]([CH2:39][CH3:40])[N:4]=[CH:3][C:2]=2[Br:1])[CH:8]=1)=[O:13])[CH2:28][C:29]1[CH:34]=[CH:33][CH:32]=[CH:31][C:30]=1[C:35]([F:38])([F:37])[F:36]. The catalyst class is: 5. (4) Reactant: [CH2:1]([OH:5])[CH2:2][C:3]#[CH:4].[H-].[Na+].Br[CH2:9][C:10]1[CH:15]=[CH:14][CH:13]=[CH:12][CH:11]=1. Product: [CH2:1]([O:5][CH2:9][C:10]1[CH:15]=[CH:14][CH:13]=[CH:12][CH:11]=1)[CH2:2][C:3]#[CH:4]. The catalyst class is: 9. (5) Reactant: [NH2:1][C:2]1[C:3]([C:8]([NH:10][C:11]2[CH:16]=[C:15]([O:17][CH2:18][C:19]3[C:24]([F:25])=[CH:23][CH:22]=[CH:21][N:20]=3)[CH:14]=[CH:13][C:12]=2[CH3:26])=[O:9])=[N:4][CH:5]=[CH:6][CH:7]=1.C1N=CN([C:32](N2C=NC=C2)=[O:33])C=1.C1CCN2C(=NCCC2)CC1. Product: [F:25][C:24]1[C:19]([CH2:18][O:17][C:15]2[CH:14]=[CH:13][C:12]([CH3:26])=[C:11]([N:10]3[C:8](=[O:9])[C:3]4[N:4]=[CH:5][CH:6]=[CH:7][C:2]=4[NH:1][C:32]3=[O:33])[CH:16]=2)=[N:20][CH:21]=[CH:22][CH:23]=1. The catalyst class is: 1. (6) Reactant: [C:1]1([OH:7])[CH:6]=[CH:5][CH:4]=[CH:3][CH:2]=1.[H-].[Na+].Br[C:11]1[CH:16]=[CH:15][C:14]([Br:17])=[CH:13][N:12]=1. Product: [Br:17][C:14]1[CH:15]=[CH:16][C:11]([O:7][C:1]2[CH:6]=[CH:5][CH:4]=[CH:3][CH:2]=2)=[N:12][CH:13]=1. The catalyst class is: 9.